From a dataset of NCI-60 drug combinations with 297,098 pairs across 59 cell lines. Regression. Given two drug SMILES strings and cell line genomic features, predict the synergy score measuring deviation from expected non-interaction effect. (1) Drug 1: COC1=C(C=C2C(=C1)N=CN=C2NC3=CC(=C(C=C3)F)Cl)OCCCN4CCOCC4. Drug 2: CCCCCOC(=O)NC1=NC(=O)N(C=C1F)C2C(C(C(O2)C)O)O. Cell line: SK-OV-3. Synergy scores: CSS=34.5, Synergy_ZIP=-4.85, Synergy_Bliss=-2.76, Synergy_Loewe=-39.1, Synergy_HSA=-3.82. (2) Drug 1: C1CN(P(=O)(OC1)NCCCl)CCCl. Drug 2: CC1C(C(CC(O1)OC2CC(CC3=C2C(=C4C(=C3O)C(=O)C5=CC=CC=C5C4=O)O)(C(=O)C)O)N)O. Cell line: NCI-H460. Synergy scores: CSS=38.4, Synergy_ZIP=1.95, Synergy_Bliss=0.271, Synergy_Loewe=-5.61, Synergy_HSA=1.37. (3) Drug 1: CN(C)N=NC1=C(NC=N1)C(=O)N. Drug 2: C1=CN(C(=O)N=C1N)C2C(C(C(O2)CO)O)O.Cl. Cell line: MOLT-4. Synergy scores: CSS=71.8, Synergy_ZIP=-0.471, Synergy_Bliss=0.0657, Synergy_Loewe=1.48, Synergy_HSA=1.79. (4) Drug 1: CC1C(C(CC(O1)OC2CC(CC3=C2C(=C4C(=C3O)C(=O)C5=C(C4=O)C(=CC=C5)OC)O)(C(=O)C)O)N)O.Cl. Drug 2: CN(CC1=CN=C2C(=N1)C(=NC(=N2)N)N)C3=CC=C(C=C3)C(=O)NC(CCC(=O)O)C(=O)O. Cell line: HOP-62. Synergy scores: CSS=33.2, Synergy_ZIP=-1.35, Synergy_Bliss=0.826, Synergy_Loewe=-5.02, Synergy_HSA=2.56. (5) Drug 1: CN(CCCl)CCCl.Cl. Drug 2: CC1CCCC2(C(O2)CC(NC(=O)CC(C(C(=O)C(C1O)C)(C)C)O)C(=CC3=CSC(=N3)C)C)C. Cell line: U251. Synergy scores: CSS=39.9, Synergy_ZIP=-9.62, Synergy_Bliss=-14.2, Synergy_Loewe=-21.6, Synergy_HSA=-13.2. (6) Drug 1: CC1=C(N=C(N=C1N)C(CC(=O)N)NCC(C(=O)N)N)C(=O)NC(C(C2=CN=CN2)OC3C(C(C(C(O3)CO)O)O)OC4C(C(C(C(O4)CO)O)OC(=O)N)O)C(=O)NC(C)C(C(C)C(=O)NC(C(C)O)C(=O)NCCC5=NC(=CS5)C6=NC(=CS6)C(=O)NCCC[S+](C)C)O. Drug 2: CC(C)NC(=O)C1=CC=C(C=C1)CNNC.Cl. Cell line: OVCAR-8. Synergy scores: CSS=39.3, Synergy_ZIP=0.544, Synergy_Bliss=0.667, Synergy_Loewe=-23.3, Synergy_HSA=1.12. (7) Drug 1: C1CCN(CC1)CCOC2=CC=C(C=C2)C(=O)C3=C(SC4=C3C=CC(=C4)O)C5=CC=C(C=C5)O. Drug 2: CC1=C(N=C(N=C1N)C(CC(=O)N)NCC(C(=O)N)N)C(=O)NC(C(C2=CN=CN2)OC3C(C(C(C(O3)CO)O)O)OC4C(C(C(C(O4)CO)O)OC(=O)N)O)C(=O)NC(C)C(C(C)C(=O)NC(C(C)O)C(=O)NCCC5=NC(=CS5)C6=NC(=CS6)C(=O)NCCC[S+](C)C)O. Cell line: HCT-15. Synergy scores: CSS=-0.562, Synergy_ZIP=-1.53, Synergy_Bliss=-3.97, Synergy_Loewe=-7.25, Synergy_HSA=-6.67. (8) Drug 1: C1=NC2=C(N1)C(=S)N=C(N2)N. Drug 2: CC1=C(C=C(C=C1)NC(=O)C2=CC=C(C=C2)CN3CCN(CC3)C)NC4=NC=CC(=N4)C5=CN=CC=C5. Cell line: HCT-15. Synergy scores: CSS=33.9, Synergy_ZIP=0.734, Synergy_Bliss=1.25, Synergy_Loewe=-10.6, Synergy_HSA=0.274.